Dataset: Catalyst prediction with 721,799 reactions and 888 catalyst types from USPTO. Task: Predict which catalyst facilitates the given reaction. (1) Reactant: [NH2:1][C:2]1[CH:3]=[C:4]([C:8]2[C:16]([C:17]3[CH:22]=[CH:21][N:20]=[C:19]([NH:23][C:24]4[CH:29]=[CH:28][CH:27]=[C:26]([C:30]5[O:34][CH:33]=[N:32][CH:31]=5)[CH:25]=4)[N:18]=3)=[C:11]3[CH:12]=[CH:13][CH:14]=[CH:15][N:10]3[N:9]=2)[CH:5]=[CH:6][CH:7]=1.C1COCC1.C1C=CC2N(O)N=NC=2C=1.[S:50]1[CH:54]=[CH:53][C:52]([CH2:55][C:56](O)=[O:57])=[CH:51]1. Product: [O:34]1[C:30]([C:26]2[CH:25]=[C:24]([NH:23][C:19]3[N:18]=[C:17]([C:16]4[C:8]([C:4]5[CH:3]=[C:2]([NH:1][C:56](=[O:57])[CH2:55][C:52]6[CH:53]=[CH:54][S:50][CH:51]=6)[CH:7]=[CH:6][CH:5]=5)=[N:9][N:10]5[CH:15]=[CH:14][CH:13]=[CH:12][C:11]=45)[CH:22]=[CH:21][N:20]=3)[CH:29]=[CH:28][CH:27]=2)=[CH:31][N:32]=[CH:33]1. The catalyst class is: 44. (2) Product: [NH2:1][C:2]1[C:7]([S:8]([NH:17][C:13]([CH3:16])([CH3:15])[CH3:14])(=[O:10])=[O:9])=[CH:6][C:5]([Br:12])=[CH:4][N:3]=1. The catalyst class is: 1. Reactant: [NH2:1][C:2]1[C:7]([S:8](Cl)(=[O:10])=[O:9])=[CH:6][C:5]([Br:12])=[CH:4][N:3]=1.[C:13]([NH2:17])([CH3:16])([CH3:15])[CH3:14]. (3) Reactant: [Br:1][C:2]1[CH:7]=[CH:6][C:5]([OH:8])=[C:4]([Cl:9])[C:3]=1[Cl:10].[C:11]([O-])([O-])=O.[Cs+].[Cs+].IC.O. Product: [Br:1][C:2]1[CH:7]=[CH:6][C:5]([O:8][CH3:11])=[C:4]([Cl:9])[C:3]=1[Cl:10]. The catalyst class is: 3. (4) Reactant: [N:1]1([C:7]2[C:8]3[O:15][C:14]4[CH:16]=[CH:17][CH:18]=[CH:19][C:13]=4[C:9]=3[N:10]=[CH:11][N:12]=2)[CH2:6][CH2:5][NH:4][CH2:3][CH2:2]1.N1C=CC=CC=1.[Cl-].[N:27]1[CH:32]=[CH:31][CH:30]=[N:29][C:28]=1[NH:33][S:34]([C:37]1[CH:42]=[CH:41][C:40]([NH:43][CH:44]=[S:45])=[CH:39][CH:38]=1)(=[O:36])=[O:35].CO. Product: [N:27]1[CH:32]=[CH:31][CH:30]=[N:29][C:28]=1[NH:33][S:34]([C:37]1[CH:42]=[CH:41][C:40]([NH:43][C:44]([N:4]2[CH2:5][CH2:6][N:1]([C:7]3[C:8]4[O:15][C:14]5[CH:16]=[CH:17][CH:18]=[CH:19][C:13]=5[C:9]=4[N:10]=[CH:11][N:12]=3)[CH2:2][CH2:3]2)=[S:45])=[CH:39][CH:38]=1)(=[O:36])=[O:35]. The catalyst class is: 4. (5) Reactant: [OH:1][C:2]1[CH:7]=[CH:6][C:5]([C:8]2[CH:17]=[C:16]3[C:11]([C:12]([C:18]([O:20][CH3:21])=[O:19])=[CH:13][CH:14]=[N:15]3)=[CH:10][CH:9]=2)=[CH:4][CH:3]=1.Cl[CH2:23][C:24]1[C:25]([C:32]2[C:37]([Cl:38])=[CH:36][CH:35]=[CH:34][C:33]=2[Cl:39])=[N:26][O:27][C:28]=1[CH:29]([CH3:31])[CH3:30].C([O-])([O-])=O.[K+].[K+].CCOC(C)=O. Product: [Cl:38][C:37]1[CH:36]=[CH:35][CH:34]=[C:33]([Cl:39])[C:32]=1[C:25]1[C:24]([CH2:23][O:1][C:2]2[CH:3]=[CH:4][C:5]([C:8]3[CH:17]=[C:16]4[C:11]([C:12]([C:18]([O:20][CH3:21])=[O:19])=[CH:13][CH:14]=[N:15]4)=[CH:10][CH:9]=3)=[CH:6][CH:7]=2)=[C:28]([CH:29]([CH3:31])[CH3:30])[O:27][N:26]=1. The catalyst class is: 3.